This data is from Full USPTO retrosynthesis dataset with 1.9M reactions from patents (1976-2016). The task is: Predict the reactants needed to synthesize the given product. Given the product [Br:1][C:2]1[CH:7]=[CH:6][C:5]([C:8]2[CH:13]=[CH:12][C:11]([NH:14][C:15]([NH:17][C:18]3[CH:19]=[CH:20][C:21]([O:24][C:25]4[CH:30]=[CH:29][N:28]=[C:27]([NH:31][CH2:32][CH2:33][CH2:34][CH2:35][N:36]([CH3:38])[CH3:37])[N:26]=4)=[CH:22][CH:23]=3)=[O:16])=[CH:10][C:9]=2[C:40]([F:42])([F:41])[F:43])=[CH:4][CH:3]=1, predict the reactants needed to synthesize it. The reactants are: [Br:1][C:2]1[CH:7]=[CH:6][C:5]([C:8]2[CH:13]=[CH:12][C:11]([NH:14][C:15]([NH:17][C:18]3[CH:23]=[CH:22][C:21]([O:24][C:25]4[CH:30]=[CH:29][N:28]=[C:27]([NH:31][CH2:32][CH2:33][CH2:34][CH2:35][N:36]([CH3:38])[CH3:37])[N:26]=4)=[CH:20][C:19]=3C)=[O:16])=[CH:10][C:9]=2[C:40]([F:43])([F:42])[F:41])=[CH:4][CH:3]=1.NC1C=CC(OC2C=CN=C(NCCCCN(C)C)N=2)=CC=1.